This data is from Forward reaction prediction with 1.9M reactions from USPTO patents (1976-2016). The task is: Predict the product of the given reaction. (1) Given the reactants [C:1]([C:3]1[CH:8]=[CH:7][C:6]([NH:9][CH:10]([C:15]2[CH:20]=[C:19]([CH:21]=[CH2:22])[CH:18]=[C:17]([CH:23]=O)[CH:16]=2)[C:11]([O:13][CH3:14])=[O:12])=[CH:5][CH:4]=1)#[N:2].[NH:25]1[CH2:29][CH2:28][CH2:27][CH2:26]1.[Na].Cl, predict the reaction product. The product is: [C:1]([C:3]1[CH:8]=[CH:7][C:6]([NH:9][CH:10]([C:15]2[CH:20]=[C:19]([CH:21]=[CH2:22])[CH:18]=[C:17]([CH2:23][N:25]3[CH2:29][CH2:28][CH2:27][CH2:26]3)[CH:16]=2)[C:11]([O:13][CH3:14])=[O:12])=[CH:5][CH:4]=1)#[N:2]. (2) Given the reactants [C:1]1([OH:7])[CH:6]=[CH:5][CH:4]=[CH:3][CH:2]=1.C1(P(C2C=CC=CC=2)C2C=CC=CC=2)C=CC=CC=1.[CH3:27][C@@H:28](O)[CH2:29][C@H:30]([OH:32])[CH3:31].C(OC(N=NC(OC(C)C)=O)=O)(C)C.C1(C)C=CC=CC=1, predict the reaction product. The product is: [O:7]([C@@H:28]([CH3:27])[CH2:29][C@H:30]([OH:32])[CH3:31])[C:1]1[CH:6]=[CH:5][CH:4]=[CH:3][CH:2]=1.[C:1]1([OH:7])[CH:6]=[CH:5][CH:4]=[CH:3][CH:2]=1. (3) Given the reactants [Si:1]([O:8][CH2:9][CH2:10][C:11]1[N:12]=[CH:13][N:14](C(C2C=CC=CC=2)(C2C=CC=CC=2)C2C=CC=CC=2)[CH:15]=1)([C:4]([CH3:7])([CH3:6])[CH3:5])([CH3:3])[CH3:2].[CH3:35][O:36][C:37](=[O:48])[CH:38](Br)[C:39]1[CH:44]=[CH:43][CH:42]=[CH:41][C:40]=1[O:45][CH3:46].CO.N(CC)CC, predict the reaction product. The product is: [CH3:35][O:36][C:37](=[O:48])[CH:38]([N:12]1[C:11]([CH2:10][CH2:9][O:8][Si:1]([C:4]([CH3:7])([CH3:6])[CH3:5])([CH3:3])[CH3:2])=[CH:15][N:14]=[CH:13]1)[C:39]1[CH:44]=[CH:43][CH:42]=[CH:41][C:40]=1[O:45][CH3:46]. (4) Given the reactants Br[C:2]1[C:3]([CH3:19])=[N:4][C:5]2[N:6]([N:9]=[C:10]([C:12]3[CH:17]=[CH:16][CH:15]=[C:14]([Cl:18])[CH:13]=3)[CH:11]=2)[C:7]=1Cl.[F:20][C:21]1[CH:26]=[CH:25][C:24]([Mg]Br)=[CH:23][CH:22]=1.CCOCC.[Li+].[Cl-].C1COCC1.Cl[C:42](=[O:47])[C:43]([O:45][CH3:46])=[O:44], predict the reaction product. The product is: [Cl:18][C:14]1[CH:13]=[C:12]([C:10]2[CH:11]=[C:5]3[N:4]=[C:3]([CH3:19])[C:2]([C:42](=[O:47])[C:43]([O:45][CH3:46])=[O:44])=[C:7]([C:24]4[CH:25]=[CH:26][C:21]([F:20])=[CH:22][CH:23]=4)[N:6]3[N:9]=2)[CH:17]=[CH:16][CH:15]=1. (5) Given the reactants Cl[C:2]1[S:3][C:4]([S:7]([N:10]2[CH2:15][CH2:14][N:13]([C:16]3[N:21]=[CH:20][C:19]([C:22]([OH:31])([C:27]([F:30])([F:29])[F:28])[C:23]([F:26])([F:25])[F:24])=[CH:18][N:17]=3)[C@@H:12]([CH3:32])[CH2:11]2)(=[O:9])=[O:8])=[CH:5][N:6]=1.[NH4+:33].[OH-], predict the reaction product. The product is: [NH2:33][C:2]1[S:3][C:4]([S:7]([N:10]2[CH2:15][CH2:14][N:13]([C:16]3[N:21]=[CH:20][C:19]([C:22]([OH:31])([C:27]([F:30])([F:29])[F:28])[C:23]([F:26])([F:25])[F:24])=[CH:18][N:17]=3)[C@@H:12]([CH3:32])[CH2:11]2)(=[O:9])=[O:8])=[CH:5][N:6]=1. (6) Given the reactants [F:1][C:2]([F:25])([F:24])[C:3]1[CH:19]=[C:18]([C:20]([F:23])([F:22])[F:21])[CH:17]=[CH:16][C:4]=1[CH2:5][N:6]1[C:12](=[O:13])[CH2:11][CH2:10][CH:9]([CH:14]=O)[CH2:8][CH2:7]1.[CH2:26]([NH:29][C:30]1[CH2:34][S:33][C:32](=[O:35])[N:31]=1)[C:27]#[CH:28].C([O-])(=O)C.[NH2+]1CCCCC1, predict the reaction product. The product is: [F:24][C:2]([F:25])([F:1])[C:3]1[CH:19]=[C:18]([C:20]([F:23])([F:21])[F:22])[CH:17]=[CH:16][C:4]=1[CH2:5][N:6]1[CH2:7][CH2:8][CH:9](/[CH:14]=[C:34]2/[C:30]([NH:29][CH2:26][C:27]#[CH:28])=[N:31][C:32](=[O:35])[S:33]/2)[CH2:10][CH2:11][C:12]1=[O:13]. (7) Given the reactants I[C:2]1[C:10]2[C:5](=[CH:6][CH:7]=[C:8]([C:11]3[S:15][C:14]([NH:16][CH2:17][C:18]4[CH:23]=[CH:22][C:21]([O:24][CH3:25])=[CH:20][CH:19]=4)=[N:13][N:12]=3)[CH:9]=2)[N:4]([S:26]([C:29]2[CH:35]=[CH:34][C:32]([CH3:33])=[CH:31][CH:30]=2)(=[O:28])=[O:27])[CH:3]=1.[CH:36]1([NH:39][C:40]2[CH:45]=[N:44][CH:43]=[C:42]([Sn](C)(C)C)[N:41]=2)[CH2:38][CH2:37]1, predict the reaction product. The product is: [CH:36]1([NH:39][C:40]2[N:41]=[C:42]([C:2]3[C:10]4[C:5](=[CH:6][CH:7]=[C:8]([C:11]5[S:15][C:14]([NH:16][CH2:17][C:18]6[CH:19]=[CH:20][C:21]([O:24][CH3:25])=[CH:22][CH:23]=6)=[N:13][N:12]=5)[CH:9]=4)[N:4]([S:26]([C:29]4[CH:35]=[CH:34][C:32]([CH3:33])=[CH:31][CH:30]=4)(=[O:28])=[O:27])[CH:3]=3)[CH:43]=[N:44][CH:45]=2)[CH2:38][CH2:37]1. (8) Given the reactants [F:1][C:2]([F:53])([F:52])[C:3]1[CH:4]=[C:5]([C:13]([CH3:51])([CH3:50])[C:14]([N:16]([C:18]2[CH:19]=[N:20][C:21]([N:39]3[CH2:44][CH2:43][N:42]([S:45]([CH3:48])(=[O:47])=[O:46])[C@@H:41]([CH3:49])[CH2:40]3)=[CH:22][C:23]=2[C:24]2[CH:29]=[CH:28][CH:27]=[CH:26][C:25]=2[C:30](C)(C)[O:31][SiH2]C(C)(C)C)[CH3:17])=[O:15])[CH:6]=[C:7]([C:9]([F:12])([F:11])[F:10])[CH:8]=1.Cl, predict the reaction product. The product is: [F:12][C:9]([F:10])([F:11])[C:7]1[CH:6]=[C:5]([C:13]([CH3:50])([CH3:51])[C:14]([N:16]([C:18]2[CH:19]=[N:20][C:21]([N:39]3[CH2:44][CH2:43][N:42]([S:45]([CH3:48])(=[O:47])=[O:46])[C@@H:41]([CH3:49])[CH2:40]3)=[CH:22][C:23]=2[C:24]2[CH:29]=[CH:28][CH:27]=[CH:26][C:25]=2[CH2:30][OH:31])[CH3:17])=[O:15])[CH:4]=[C:3]([C:2]([F:1])([F:52])[F:53])[CH:8]=1. (9) Given the reactants Br[C:2]1[CH:3]=[CH:4][C:5]([F:22])=[C:6]([C:8]2[CH:13]=[CH:12][C:11]([S:14]([CH:17]([CH3:19])[CH3:18])(=[O:16])=[O:15])=[CH:10][C:9]=2[O:20][CH3:21])[CH:7]=1.[B:23]1([B:23]2[O:27][C:26]([CH3:29])([CH3:28])[C:25]([CH3:31])([CH3:30])[O:24]2)[O:27][C:26]([CH3:29])([CH3:28])[C:25]([CH3:31])([CH3:30])[O:24]1.C([O-])(=O)C.[K+], predict the reaction product. The product is: [F:22][C:5]1[C:6]([C:8]2[CH:13]=[CH:12][C:11]([S:14]([CH:17]([CH3:19])[CH3:18])(=[O:16])=[O:15])=[CH:10][C:9]=2[O:20][CH3:21])=[CH:7][C:2]([B:23]2[O:27][C:26]([CH3:29])([CH3:28])[C:25]([CH3:31])([CH3:30])[O:24]2)=[CH:3][CH:4]=1. (10) Given the reactants [CH2:1]=[CH:2][C:3]1[CH:8]=[CH:7][CH:6]=[C:5]([S:9]([O-:12])(=[O:11])=[O:10])[CH:4]=1.[Na+].[CH:14](OC)(OC)OC, predict the reaction product. The product is: [CH2:1]=[CH:2][C:3]1[CH:8]=[CH:7][CH:6]=[C:5]([S:9]([O:12][CH3:14])(=[O:11])=[O:10])[CH:4]=1.